Dataset: TCR-epitope binding with 47,182 pairs between 192 epitopes and 23,139 TCRs. Task: Binary Classification. Given a T-cell receptor sequence (or CDR3 region) and an epitope sequence, predict whether binding occurs between them. Result: 0 (the TCR does not bind to the epitope). The TCR CDR3 sequence is CASTAANSYNEQFF. The epitope is NLSALGIFST.